This data is from Full USPTO retrosynthesis dataset with 1.9M reactions from patents (1976-2016). The task is: Predict the reactants needed to synthesize the given product. Given the product [Br:1][CH2:2][CH2:3][CH:4]1[CH2:5][CH:8]1[C:9]([O:11][CH2:12][CH3:13])=[O:10], predict the reactants needed to synthesize it. The reactants are: [Br:1][CH2:2][CH2:3][CH:4]=[CH2:5].[N+](=[CH:8][C:9]([O:11][CH2:12][CH3:13])=[O:10])=[N-].